Dataset: Forward reaction prediction with 1.9M reactions from USPTO patents (1976-2016). Task: Predict the product of the given reaction. The product is: [O:26]1[CH2:27][CH2:28][N:23]([C:5]2[C:6]3[N:7]([CH:8]=[C:9](/[CH:11]=[CH:12]/[C:13]4[CH:22]=[CH:21][C:20]5[C:15](=[CH:16][CH:17]=[CH:18][CH:19]=5)[N:14]=4)[N:10]=3)[C:2]([C:37]3[CH:38]=[CH:39][C:40]([C:43]#[N:44])=[N:41][CH:42]=3)=[CH:3][N:4]=2)[CH2:24][CH2:25]1. Given the reactants Br[C:2]1[N:7]2[CH:8]=[C:9](/[CH:11]=[CH:12]/[C:13]3[CH:22]=[CH:21][C:20]4[C:15](=[CH:16][CH:17]=[CH:18][CH:19]=4)[N:14]=3)[N:10]=[C:6]2[C:5]([N:23]2[CH2:28][CH2:27][O:26][CH2:25][CH2:24]2)=[N:4][CH:3]=1.CC1(C)C(C)(C)OB([C:37]2[CH:38]=[CH:39][C:40]([C:43]#[N:44])=[N:41][CH:42]=2)O1, predict the reaction product.